This data is from Full USPTO retrosynthesis dataset with 1.9M reactions from patents (1976-2016). The task is: Predict the reactants needed to synthesize the given product. (1) Given the product [N:4]1[CH:5]=[CH:6][CH:7]=[CH:8][C:3]=1[CH2:2][N:12]1[CH2:11][CH2:10][N:9]([C:15]([O:17][C:18]([CH3:21])([CH3:20])[CH3:19])=[O:16])[CH2:14][CH2:13]1, predict the reactants needed to synthesize it. The reactants are: Br[CH2:2][C:3]1[CH:8]=[CH:7][CH:6]=[CH:5][N:4]=1.[N:9]1([C:15]([O:17][C:18]([CH3:21])([CH3:20])[CH3:19])=[O:16])[CH2:14][CH2:13][NH:12][CH2:11][CH2:10]1. (2) Given the product [N:4]1[C:3]([C:19]([O:21][CH2:22][CH3:23])=[O:20])=[CH:18][N:6]2[CH2:7][CH2:8][NH:9][CH2:10][C:5]=12, predict the reactants needed to synthesize it. The reactants are: C([C:3]1([C:19]([O-:21])=[O:20])[CH2:18][N:6]2[CH2:7][CH2:8][N:9](C(OC(C)(C)C)=O)[CH2:10][C:5]2=[N:4]1)C.[C:22](OCC)(=O)[CH3:23].